From a dataset of Reaction yield outcomes from USPTO patents with 853,638 reactions. Predict the reaction yield, written as a fraction of the theoretical maximum amount of product (1.0 means a 100% yield; for example, 0.34 means a 34% yield). (1) The reactants are [F:1][C:2]1[CH:3]=[C:4]([CH:8]=[CH:9][C:10]=1[N+:11]([O-:13])=[O:12])[C:5](O)=[O:6].C(Cl)(=O)C([Cl:17])=O.CN(C=O)C. The catalyst is C(Cl)Cl. The product is [F:1][C:2]1[CH:3]=[C:4]([CH:8]=[CH:9][C:10]=1[N+:11]([O-:13])=[O:12])[C:5]([Cl:17])=[O:6]. The yield is 1.00. (2) The reactants are [C:1]([O:5][C:6](=[O:9])[CH2:7][NH2:8])([CH3:4])([CH3:3])[CH3:2].[CH:10](=O)[CH2:11][CH:12]([CH3:14])[CH3:13]. The catalyst is C(Cl)Cl. The product is [C:1]([O:5][C:6](=[O:9])[CH2:7]/[N:8]=[CH:10]/[CH2:11][CH:12]([CH3:14])[CH3:13])([CH3:4])([CH3:3])[CH3:2]. The yield is 0.980. (3) The reactants are [CH3:1][O:2][C:3](=[O:16])[CH2:4][C:5]1[CH:10]=[C:9]([O:11][CH:12]([F:14])[F:13])[CH:8]=[C:7]([Cl:15])[CH:6]=1.[CH:17](OC)=[O:18].[Na].CO. The catalyst is CCOCC.O. The product is [CH3:1][O:2][C:3](=[O:16])[CH:4]([C:5]1[CH:10]=[C:9]([O:11][CH:12]([F:13])[F:14])[CH:8]=[C:7]([Cl:15])[CH:6]=1)[CH:17]=[O:18]. The yield is 0.360. (4) The reactants are [CH:1]([CH:3]1[CH2:12][C:11]2[C:6](=[CH:7][CH:8]=[CH:9][CH:10]=2)[CH2:5][N:4]1[C:13]([O:15][C:16]([CH3:19])([CH3:18])[CH3:17])=[O:14])=O.[CH2:20]([O:22][C:23]([CH:25]=P(C1C=CC=CC=1)(C1C=CC=CC=1)C1C=CC=CC=1)=[O:24])[CH3:21]. The catalyst is C1COCC1. The product is [CH2:20]([O:22][C:23](=[O:24])/[CH:25]=[CH:1]/[CH:3]1[CH2:12][C:11]2[C:6](=[CH:7][CH:8]=[CH:9][CH:10]=2)[CH2:5][N:4]1[C:13]([O:15][C:16]([CH3:19])([CH3:18])[CH3:17])=[O:14])[CH3:21]. The yield is 0.820. (5) The reactants are [CH3:1][C:2]1[N:3]([C:7]2[CH:12]=[CH:11][C:10]([NH:13][C:14]3[N:15]=[C:16]([CH2:24][CH:25]4[CH2:30][CH2:29][O:28][CH2:27][CH2:26]4)[C:17]4[CH2:23][NH:22][CH2:21][CH2:20][C:18]=4[N:19]=3)=[CH:9][CH:8]=2)[CH:4]=[CH:5][N:6]=1.[CH:31](=O)[CH2:32][OH:33]. No catalyst specified. The product is [CH3:1][C:2]1[N:3]([C:7]2[CH:8]=[CH:9][C:10]([NH:13][C:14]3[N:15]=[C:16]([CH2:24][CH:25]4[CH2:30][CH2:29][O:28][CH2:27][CH2:26]4)[C:17]4[CH2:23][N:22]([CH2:31][CH2:32][OH:33])[CH2:21][CH2:20][C:18]=4[N:19]=3)=[CH:11][CH:12]=2)[CH:4]=[CH:5][N:6]=1. The yield is 0.113. (6) The reactants are C[Si]([N-][Si](C)(C)C)(C)C.[Li+].[N:11]1[C:20]2[C:15](=[CH:16][C:17]([CH2:21][C:22]([O:24][CH3:25])=[O:23])=[CH:18][CH:19]=2)[CH:14]=[CH:13][CH:12]=1.[CH3:26]I. The catalyst is C1COCC1. The product is [N:11]1[C:20]2[C:15](=[CH:16][C:17]([CH:21]([CH3:26])[C:22]([O:24][CH3:25])=[O:23])=[CH:18][CH:19]=2)[CH:14]=[CH:13][CH:12]=1. The yield is 0.850. (7) The reactants are [Cl:1][C:2]1[CH:3]=[N:4][CH:5]=[C:6]([Cl:10])[C:7]=1[CH:8]=[O:9].[BH4-].[Na+]. The catalyst is CO. The product is [Cl:1][C:2]1[CH:3]=[N:4][CH:5]=[C:6]([Cl:10])[C:7]=1[CH2:8][OH:9]. The yield is 0.780.